This data is from Kir2.1 potassium channel HTS with 301,493 compounds. The task is: Binary Classification. Given a drug SMILES string, predict its activity (active/inactive) in a high-throughput screening assay against a specified biological target. (1) The molecule is S(=O)(=O)(c1cc2sc(nc2cc1)NC(=O)c1cc(OC)c(c(OC)c1)C)C. The result is 0 (inactive). (2) The compound is O(c1c([N+]([O-])=O)c(=O)[nH]c(c1)C)C(=O)c1cc(ccc1)C. The result is 0 (inactive).